From a dataset of Reaction yield outcomes from USPTO patents with 853,638 reactions. Predict the reaction yield, written as a fraction of the theoretical maximum amount of product (1.0 means a 100% yield; for example, 0.34 means a 34% yield). (1) The reactants are [NH2:1][CH2:2][CH2:3][N:4]1[CH2:9][CH2:8][O:7][CH2:6][CH2:5]1.Cl[C:11]1[N:16]=[C:15]([C:17]2[CH:22]=[CH:21][CH:20]=[CH:19][CH:18]=2)[N:14]=[C:13]([NH:23][C:24]2[CH:28]=[C:27]([CH3:29])[NH:26][N:25]=2)[CH:12]=1. No catalyst specified. The product is [CH3:29][C:27]1[NH:26][N:25]=[C:24]([NH:23][C:13]2[CH:12]=[C:11]([NH:1][CH2:2][CH2:3][N:4]3[CH2:9][CH2:8][O:7][CH2:6][CH2:5]3)[N:16]=[C:15]([C:17]3[CH:18]=[CH:19][CH:20]=[CH:21][CH:22]=3)[N:14]=2)[CH:28]=1. The yield is 0.300. (2) The catalyst is ClCCl.O1CCOCC1. The product is [ClH:28].[ClH:28].[NH:8]1[CH2:13][CH2:12][CH2:11][CH:10]([NH:14][C@H:15]([C:20]([O:22][CH:23]2[CH2:24][CH2:25][CH2:26][CH2:27]2)=[O:21])[CH2:16][CH:17]([CH3:19])[CH3:18])[CH2:9]1. The yield is 0.240. The reactants are C(OC([N:8]1[CH2:13][CH2:12][CH2:11][CH:10]([NH:14][C@H:15]([C:20]([O:22][CH:23]2[CH2:27][CH2:26][CH2:25][CH2:24]2)=[O:21])[CH2:16][CH:17]([CH3:19])[CH3:18])[CH2:9]1)=O)(C)(C)C.[ClH:28].